Dataset: Peptide-MHC class I binding affinity with 185,985 pairs from IEDB/IMGT. Task: Regression. Given a peptide amino acid sequence and an MHC pseudo amino acid sequence, predict their binding affinity value. This is MHC class I binding data. (1) The peptide sequence is GPRWPRRMP. The MHC is HLA-B40:01 with pseudo-sequence HLA-B40:01. The binding affinity (normalized) is 0.0847. (2) The peptide sequence is NQATVLMGL. The MHC is HLA-A02:06 with pseudo-sequence HLA-A02:06. The binding affinity (normalized) is 0.782. (3) The peptide sequence is EMVLNGANL. The MHC is H-2-Db with pseudo-sequence H-2-Db. The binding affinity (normalized) is 0.349. (4) The peptide sequence is MTYLDGHPV. The MHC is HLA-C05:01 with pseudo-sequence HLA-C05:01. The binding affinity (normalized) is 0.0847. (5) The peptide sequence is QLSLRMLSL. The MHC is HLA-A02:16 with pseudo-sequence HLA-A02:16. The binding affinity (normalized) is 0.0847.